Dataset: Catalyst prediction with 721,799 reactions and 888 catalyst types from USPTO. Task: Predict which catalyst facilitates the given reaction. (1) Reactant: [O:1]1[CH:5]=[CH:4][C:3](/[CH:6]=[C:7]2/[C:8](=[O:22])[CH:9]([C:13]3[C:18]([CH3:19])=[CH:17][C:16]([CH3:20])=[CH:15][C:14]=3[CH3:21])[C:10](=[O:12])[CH2:11]/2)=[CH:2]1. Product: [O:1]1[CH:5]=[CH:4][C:3]([CH2:6][CH:7]2[CH2:11][C:10](=[O:12])[CH:9]([C:13]3[C:18]([CH3:19])=[CH:17][C:16]([CH3:20])=[CH:15][C:14]=3[CH3:21])[C:8]2=[O:22])=[CH:2]1. The catalyst class is: 29. (2) Reactant: [Cl:1][C:2]1[CH:7]=[CH:6][C:5]([C@H:8]([NH:10][S@](C(C)(C)C)=O)[CH3:9])=[C:4]([C:17]([F:20])([F:19])[F:18])[CH:3]=1.Cl.O1CCOCC1.C(OCC)C. Product: [Cl:1][C:2]1[CH:7]=[CH:6][C:5]([C@H:8]([NH2:10])[CH3:9])=[C:4]([C:17]([F:18])([F:19])[F:20])[CH:3]=1. The catalyst class is: 5. (3) Reactant: [Li+].[OH-].C([O:5][C:6]([C:8]1[NH:9][C:10](=[O:35])[N:11]([CH:19]2[CH2:24][CH2:23][CH2:22][N:21]([C:25]([O:27][CH2:28][C:29]3[CH:34]=[CH:33][CH:32]=[CH:31][CH:30]=3)=[O:26])[CH2:20]2)[C:12]=1[C:13]1[CH:18]=[CH:17][CH:16]=[CH:15][CH:14]=1)=[O:7])C.Cl. Product: [CH2:28]([O:27][C:25]([N:21]1[CH2:22][CH2:23][CH2:24][CH:19]([N:11]2[C:12]([C:13]3[CH:18]=[CH:17][CH:16]=[CH:15][CH:14]=3)=[C:8]([C:6]([OH:7])=[O:5])[NH:9][C:10]2=[O:35])[CH2:20]1)=[O:26])[C:29]1[CH:34]=[CH:33][CH:32]=[CH:31][CH:30]=1. The catalyst class is: 12. (4) Reactant: [CH2:1]([N:5]1[C:13]2[C:12](=[O:14])[NH:11][C:10]([Cl:15])=[N:9][C:8]=2[N:7]=[C:6]1[N:16]1[CH2:21][CH2:20][CH2:19][CH:18]([NH:22][C:23](=[O:29])[O:24][C:25]([CH3:28])([CH3:27])[CH3:26])[CH2:17]1)[C:2]#[C:3][CH3:4].CI.[C:32](=O)([O-])[O-].[K+].[K+].O. Product: [CH2:1]([N:5]1[C:13]2[C:12](=[O:14])[N:11]([CH3:32])[C:10]([Cl:15])=[N:9][C:8]=2[N:7]=[C:6]1[N:16]1[CH2:21][CH2:20][CH2:19][CH:18]([NH:22][C:23](=[O:29])[O:24][C:25]([CH3:28])([CH3:27])[CH3:26])[CH2:17]1)[C:2]#[C:3][CH3:4]. The catalyst class is: 16. (5) Reactant: [CH2:1]1[C:10]2[C:5](=[CH:6][C:7]([O:11][C:12]3[CH:20]=[CH:19][C:15]([C:16]([NH2:18])=[O:17])=[CH:14][CH:13]=3)=[CH:8][CH:9]=2)[CH2:4][CH2:3][NH:2]1.CN(C=O)C.CCN(CC)CC.[CH2:33](Br)[CH2:34][CH2:35][CH2:36][CH3:37]. Product: [CH2:33]([N:2]1[CH2:3][CH2:4][C:5]2[C:10](=[CH:9][CH:8]=[C:7]([O:11][C:12]3[CH:20]=[CH:19][C:15]([C:16]([NH2:18])=[O:17])=[CH:14][CH:13]=3)[CH:6]=2)[CH2:1]1)[CH2:34][CH2:35][CH2:36][CH3:37]. The catalyst class is: 13. (6) Reactant: Cl[CH2:2][C:3]1[N:4]=[C:5]([C:9]2[CH:14]=[CH:13][CH:12]=[CH:11][CH:10]=2)[O:6][C:7]=1[CH3:8].[OH:15][C:16]1[CH:21]=[CH:20][C:19]([C:22]([C:24]2[C:29]([CH3:30])=[CH:28][C:27]([O:31][CH3:32])=[CH:26][C:25]=2[O:33][CH2:34][O:35][CH3:36])=[O:23])=[CH:18][CH:17]=1.C(=O)([O-])[O-].[K+].[K+].CN(C)C=O. Product: [CH3:32][O:31][C:27]1[CH:28]=[C:29]([CH3:30])[C:24]([C:22]([C:19]2[CH:20]=[CH:21][C:16]([O:15][CH2:2][C:3]3[N:4]=[C:5]([C:9]4[CH:14]=[CH:13][CH:12]=[CH:11][CH:10]=4)[O:6][C:7]=3[CH3:8])=[CH:17][CH:18]=2)=[O:23])=[C:25]([O:33][CH2:34][O:35][CH3:36])[CH:26]=1. The catalyst class is: 6. (7) Reactant: [F-:1].[Cs+].Cl[CH2:4][S:5][C:6]1[CH:11]=[CH:10][C:9]([CH3:12])=[CH:8][CH:7]=1. Product: [F:1][CH2:4][S:5][C:6]1[CH:11]=[CH:10][C:9]([CH3:12])=[CH:8][CH:7]=1. The catalyst class is: 10. (8) Reactant: [Br:1][C:2]1[CH:3]=[CH:4][C:5]2[O:14][C:13]3[C:12](Cl)=[N:11][C:10]([Cl:16])=[N:9][C:8]=3[C:6]=2[CH:7]=1.[OH-:17].[Na+].Cl. Product: [Br:1][C:2]1[CH:3]=[CH:4][C:5]2[O:14][C:13]3[C:12](=[O:17])[NH:11][C:10]([Cl:16])=[N:9][C:8]=3[C:6]=2[CH:7]=1. The catalyst class is: 12. (9) Reactant: [CH2:1]([OH:5])[CH2:2][CH:3]=[CH2:4].C(C1[CH2:13][CH2:12][N:11]([C:14]([O:16][C:17]([CH3:20])([CH3:19])[CH3:18])=[O:15])[CH2:10][CH2:9]1)=O.F[C:22](F)(F)[C:23](O)=[O:24].[OH-].[Na+].CC(OC(OC(OC(C)(C)C)=O)=O)(C)C. Product: [OH:5][CH:1]1[CH2:22][CH2:23][O:24][CH:3]([CH:4]2[CH2:9][CH2:10][N:11]([C:14]([O:16][C:17]([CH3:20])([CH3:19])[CH3:18])=[O:15])[CH2:12][CH2:13]2)[CH2:2]1. The catalyst class is: 168. (10) Reactant: [F:1][C:2]1[CH:11]=[C:10]([F:12])[CH:9]=[C:8]2[C:3]=1[C:4]([NH:20][C:21]1[C:26](I)=[CH:25][N:24]=[C:23]([N:28]3[CH2:33][CH2:32][O:31][CH2:30][CH2:29]3)[CH:22]=1)=[C:5]([CH3:19])[C:6]([C:13]1[CH:18]=[CH:17][CH:16]=[CH:15][N:14]=1)=[N:7]2.[F:34][CH:35]([F:52])[C:36]1[CH:37]=[CH:38][C:39]([F:51])=[C:40](B2OC(C)(C)C(C)(C)O2)[CH:41]=1.C1(P(C2CCCCC2)C2CCCCC2)CCCCC1.[O-]P([O-])([O-])=O.[K+].[K+].[K+]. Product: [F:34][CH:35]([F:52])[C:36]1[CH:37]=[CH:38][C:39]([F:51])=[C:40]([C:26]2[C:21]([NH:20][C:4]3[C:3]4[C:8](=[CH:9][C:10]([F:12])=[CH:11][C:2]=4[F:1])[N:7]=[C:6]([C:13]4[CH:18]=[CH:17][CH:16]=[CH:15][N:14]=4)[C:5]=3[CH3:19])=[CH:22][C:23]([N:28]3[CH2:33][CH2:32][O:31][CH2:30][CH2:29]3)=[N:24][CH:25]=2)[CH:41]=1. The catalyst class is: 552.